From a dataset of Full USPTO retrosynthesis dataset with 1.9M reactions from patents (1976-2016). Predict the reactants needed to synthesize the given product. (1) Given the product [C:34]([O:42][CH2:43][C@@H:44]1[C@@:48]([O:50][C:51](=[O:53])[C:17]2[CH:16]=[CH:15][CH:14]=[CH:13][CH:12]=2)([CH3:49])[C@:47]([F:55])([CH3:54])[CH:46]([N:6]2[CH:5]=[N:4][C:3]3[C:7]2=[N:8][CH:9]=[N:10][C:2]=3[Cl:1])[O:45]1)(=[O:41])[C:35]1[CH:36]=[CH:37][CH:38]=[CH:39][CH:40]=1, predict the reactants needed to synthesize it. The reactants are: [Cl:1][C:2]1[N:10]=[CH:9][N:8]=[C:7]2[C:3]=1[NH:4][CH:5]=[N:6]2.N12CCCN=[C:17]1[CH2:16][CH2:15][CH2:14][CH2:13][CH2:12]2.FC(F)(F)S(O[Si](C)(C)C)(=O)=O.[C:34]([O:42][CH2:43][C@@H:44]1[C@@:48]([O:50][C:51](=[O:53])C)([CH3:49])[C@:47]([F:55])([CH3:54])[CH:46](OC(=O)C)[O:45]1)(=[O:41])[C:35]1[CH:40]=[CH:39][CH:38]=[CH:37][CH:36]=1. (2) Given the product [CH:21]1([C:19]([N:16]2[CH2:17][CH2:18][C@@H:14]([CH2:13][N:12]3[C:11]4[CH:24]=[C:25]([F:28])[CH:26]=[CH:27][C:10]=4[N:9]=[C:8]3[C:5]3[CH:6]=[CH:7][C:2]([C:37]4[CH:45]=[C:44]5[C:40]([CH:41]=[N:42][NH:43]5)=[CH:39][CH:38]=4)=[CH:3][CH:4]=3)[CH2:15]2)=[O:20])[CH2:23][CH2:22]1, predict the reactants needed to synthesize it. The reactants are: Br[C:2]1[CH:7]=[CH:6][C:5]([C:8]2[N:12]([CH2:13][C@@H:14]3[CH2:18][CH2:17][N:16]([C:19]([CH:21]4[CH2:23][CH2:22]4)=[O:20])[CH2:15]3)[C:11]3[CH:24]=[C:25]([F:28])[CH:26]=[CH:27][C:10]=3[N:9]=2)=[CH:4][CH:3]=1.CC1(C)C(C)(C)OB([C:37]2[CH:45]=[C:44]3[C:40]([CH:41]=[N:42][NH:43]3)=[CH:39][CH:38]=2)O1.C(=O)([O-])[O-].[Cs+].[Cs+]. (3) Given the product [ClH:32].[F:23][C:21]1[CH:20]=[N:19][C:18]([O:24][C:25]2[CH:30]=[CH:29][C:28]([F:31])=[CH:27][CH:26]=2)=[C:17]([CH:22]=1)[C:15]([NH:14][CH:11]1[CH2:10][CH2:9][NH:8][CH2:13][CH2:12]1)=[O:16], predict the reactants needed to synthesize it. The reactants are: C(OC([N:8]1[CH2:13][CH2:12][CH:11]([NH:14][C:15]([C:17]2[C:18]([O:24][C:25]3[CH:30]=[CH:29][C:28]([F:31])=[CH:27][CH:26]=3)=[N:19][CH:20]=[C:21]([F:23])[CH:22]=2)=[O:16])[CH2:10][CH2:9]1)=O)(C)(C)C.[Cl:32]CCl.